Dataset: Forward reaction prediction with 1.9M reactions from USPTO patents (1976-2016). Task: Predict the product of the given reaction. Given the reactants [H-].[Na+].[Cl:3][C:4]1[CH:9]=[CH:8][CH:7]=[CH:6][C:5]=1[S:10]([N:13]1[CH2:35][CH2:34][C:16]2([C:20](=[O:21])[N:19]([C:22]3[CH:33]=[CH:32][C:25]([C:26]([NH:28][CH:29]([CH3:31])[CH3:30])=[O:27])=[CH:24][CH:23]=3)[CH2:18][CH2:17]2)[CH2:15][CH2:14]1)(=[O:12])=[O:11].[CH3:36]I, predict the reaction product. The product is: [Cl:3][C:4]1[CH:9]=[CH:8][CH:7]=[CH:6][C:5]=1[S:10]([N:13]1[CH2:35][CH2:34][C:16]2([C:20](=[O:21])[N:19]([C:22]3[CH:23]=[CH:24][C:25]([C:26]([N:28]([CH:29]([CH3:31])[CH3:30])[CH3:36])=[O:27])=[CH:32][CH:33]=3)[CH2:18][CH2:17]2)[CH2:15][CH2:14]1)(=[O:12])=[O:11].